This data is from Catalyst prediction with 721,799 reactions and 888 catalyst types from USPTO. The task is: Predict which catalyst facilitates the given reaction. (1) Reactant: [NH2:1][C:2]1[CH:3]=[C:4]([C:8]([C:10]2[C:14]3[CH:15]=[N:16][CH:17]=[C:18]([F:19])[C:13]=3[N:12]([C:20]([CH3:31])([CH3:30])[CH2:21][O:22][Si:23]([C:26]([CH3:29])([CH3:28])[CH3:27])([CH3:25])[CH3:24])[CH:11]=2)=[O:9])[CH:5]=[N:6][CH:7]=1.[CH:32]1([C:35]2[CH:39]=[CH:38][N:37]([CH2:40][C:41](O)=[O:42])[N:36]=2)[CH2:34][CH2:33]1.CCN(C(C)C)C(C)C.C(P1(=O)OP(CCC)(=O)OP(CCC)(=O)O1)CC. Product: [C:26]([Si:23]([CH3:24])([CH3:25])[O:22][CH2:21][C:20]([N:12]1[C:13]2[C:18]([F:19])=[CH:17][N:16]=[CH:15][C:14]=2[C:10]([C:8]([C:4]2[CH:3]=[C:2]([NH:1][C:41](=[O:42])[CH2:40][N:37]3[CH:38]=[CH:39][C:35]([CH:32]4[CH2:33][CH2:34]4)=[N:36]3)[CH:7]=[N:6][CH:5]=2)=[O:9])=[CH:11]1)([CH3:31])[CH3:30])([CH3:29])([CH3:28])[CH3:27]. The catalyst class is: 1. (2) Reactant: FC(F)(F)S(O)(=O)=O.[CH:9]1[C:14]([OH:15])=[CH:13][C:12]([OH:16])=[CH:11][C:10]=1[OH:17].[Cl:18][CH2:19][CH2:20][C:21](O)=[O:22].C(Cl)(Cl)Cl. Product: [Cl:18][CH2:19][CH2:20][C:21]([C:13]1[C:14]([OH:15])=[CH:9][C:10]([OH:17])=[CH:11][C:12]=1[OH:16])=[O:22]. The catalyst class is: 6. (3) Product: [C:10]([O:14][C:15]([N:17]1[CH2:23][CH2:22][CH2:21][CH:18]1[CH2:19][O:8][C:5]1[CH:6]=[CH:7][C:2]([I:1])=[CH:3][C:4]=1[CH3:9])=[O:16])([CH3:13])([CH3:11])[CH3:12]. The catalyst class is: 1. Reactant: [I:1][C:2]1[CH:7]=[CH:6][C:5]([OH:8])=[C:4]([CH3:9])[CH:3]=1.[C:10]([O:14][C:15]([N:17]1[CH2:23][CH2:22][CH2:21][C@H:18]1[CH2:19]O)=[O:16])([CH3:13])([CH3:12])[CH3:11].C1C=CC(P(C2C=CC=CC=2)C2C=CC=CC=2)=CC=1.CC(OC(/N=N/C(OC(C)C)=O)=O)C. (4) Reactant: [Cl:1][C:2]1[C:10]2[C:5](=[C:6]([CH:12]([O:14][CH2:15][C:16]3([C:29]4[CH:34]=[CH:33][C:32]([F:35])=[CH:31][CH:30]=4)[CH2:21][CH2:20][N:19]([C:22](OC(C)(C)C)=O)[CH2:18][CH2:17]3)[CH3:13])[CH:7]=[C:8]([Cl:11])[CH:9]=2)[NH:4][N:3]=1.C([BH3-])#N.[Na+].C=O.C(O)(=O)C. Product: [Cl:1][C:2]1[C:10]2[C:5](=[C:6]([CH:12]([O:14][CH2:15][C:16]3([C:29]4[CH:30]=[CH:31][C:32]([F:35])=[CH:33][CH:34]=4)[CH2:21][CH2:20][N:19]([CH3:22])[CH2:18][CH2:17]3)[CH3:13])[CH:7]=[C:8]([Cl:11])[CH:9]=2)[NH:4][N:3]=1. The catalyst class is: 55. (5) Reactant: Cl.Cl.C([O:11][CH2:12][CH2:13][O:14][CH2:15][CH2:16][N:17]1[C:25]2[C:24]([NH:26][C:27]3[CH:32]=[CH:31][C:30]([O:33][C:34]4[CH:39]=[CH:38][CH:37]=[C:36]([NH2:40])[CH:35]=4)=[C:29]([Cl:41])[CH:28]=3)=[N:23][CH:22]=[N:21][C:20]=2[CH:19]=[CH:18]1)(=O)C1C=CC=CC=1.C(N(CC)CC)C.[CH3:49][C:50]([CH3:56])([CH3:55])[CH2:51][C:52](Cl)=[O:53].C(=O)([O-])O.[Na+]. Product: [Cl:41][C:29]1[CH:28]=[C:27]([NH:26][C:24]2[C:25]3[N:17]([CH2:16][CH2:15][O:14][CH2:13][CH2:12][OH:11])[CH:18]=[CH:19][C:20]=3[N:21]=[CH:22][N:23]=2)[CH:32]=[CH:31][C:30]=1[O:33][C:34]1[CH:35]=[C:36]([NH:40][C:52](=[O:53])[CH2:51][C:50]([CH3:56])([CH3:55])[CH3:49])[CH:37]=[CH:38][CH:39]=1. The catalyst class is: 7. (6) Reactant: [F:1][C:2]1[N:10]=[C:9]2[C:5]([NH:6][C:7]([CH2:11][C:12]3[C:20]([I:21])=[CH:19][C:15]4[O:16][CH2:17][O:18][C:14]=4[CH:13]=3)=[N:8]2)=[C:4]([NH2:22])[N:3]=1.C([O-])([O-])=O.[Cs+].[Cs+].S(C1C=CC(C)=CC=1)(O[CH2:33][CH2:34][CH2:35][C:36]#[CH:37])(=O)=O. Product: [F:1][C:2]1[N:10]=[C:9]2[C:5]([N:6]=[C:7]([CH2:11][C:12]3[C:20]([I:21])=[CH:19][C:15]4[O:16][CH2:17][O:18][C:14]=4[CH:13]=3)[N:8]2[CH2:37][CH2:36][CH2:35][C:34]#[CH:33])=[C:4]([NH2:22])[N:3]=1. The catalyst class is: 3.